This data is from Peptide-MHC class II binding affinity with 134,281 pairs from IEDB. The task is: Regression. Given a peptide amino acid sequence and an MHC pseudo amino acid sequence, predict their binding affinity value. This is MHC class II binding data. (1) The peptide sequence is FRILSSISLALVNSM. The MHC is DRB1_0401 with pseudo-sequence DRB1_0401. The binding affinity (normalized) is 0.696. (2) The peptide sequence is YKFIPSLEAAVKQAY. The MHC is HLA-DQA10201-DQB10202 with pseudo-sequence HLA-DQA10201-DQB10202. The binding affinity (normalized) is 0.292. (3) The peptide sequence is SQDLELSWNLRGLQAY. The MHC is DRB1_1302 with pseudo-sequence DRB1_1302. The binding affinity (normalized) is 0.633. (4) The peptide sequence is TATAAVGAATGAATA. The MHC is HLA-DPA10301-DPB10402 with pseudo-sequence HLA-DPA10301-DPB10402. The binding affinity (normalized) is 0. (5) The peptide sequence is IDSSYFANVLAKKMP. The MHC is HLA-DQA10101-DQB10501 with pseudo-sequence HLA-DQA10101-DQB10501. The binding affinity (normalized) is 0.414. (6) The peptide sequence is GRVTLVLLAVVPVAL. The MHC is HLA-DQA10102-DQB10602 with pseudo-sequence HLA-DQA10102-DQB10602. The binding affinity (normalized) is 0.179. (7) The peptide sequence is LVGPTPANIIGRNLLTQIGC. The MHC is DRB1_0802 with pseudo-sequence DRB1_0802. The binding affinity (normalized) is 0.378. (8) The peptide sequence is IVLASAALGPLIEGN. The MHC is DRB3_0301 with pseudo-sequence DRB3_0301. The binding affinity (normalized) is 0.521. (9) The peptide sequence is MLLDNMEVRGGMVAP. The MHC is DRB1_0801 with pseudo-sequence DRB1_0801. The binding affinity (normalized) is 0.225. (10) The peptide sequence is GGQSSFYTDWYQPSQ. The MHC is DRB1_0101 with pseudo-sequence DRB1_0101. The binding affinity (normalized) is 0.0767.